Dataset: Forward reaction prediction with 1.9M reactions from USPTO patents (1976-2016). Task: Predict the product of the given reaction. Given the reactants [N:1]([C:4]1[CH:5]=[CH:6][CH:7]=[C:8]([C:11]([O:13][CH3:14])=[O:12])[N+:9]=1[O-:10])=[N+]=[N-], predict the reaction product. The product is: [C:4]([C:5]1[N:9]([OH:10])[C:8]([C:11]([O:13][CH3:14])=[O:12])=[CH:7][CH:6]=1)#[N:1].